From a dataset of Catalyst prediction with 721,799 reactions and 888 catalyst types from USPTO. Predict which catalyst facilitates the given reaction. (1) Reactant: [Cl:1][C:2]1[CH:7]=[C:6]([C:8]2[O:12][C:11]([CH3:13])=[C:10]([CH:14]([NH:19][C:20]3[CH:28]=[CH:27][C:23]([C:24](O)=[O:25])=[CH:22][CH:21]=3)[CH2:15][CH:16]([CH3:18])[CH3:17])[CH:9]=2)[CH:5]=[CH:4][N:3]=1.[CH3:29][NH:30][CH2:31][CH2:32][C:33]([O:35]CC)=[O:34].Cl.C(N=C=NCCCN(C)C)C.O.OC1C2N=NNC=2C=CC=1. Product: [Cl:1][C:2]1[CH:7]=[C:6]([C:8]2[O:12][C:11]([CH3:13])=[C:10]([CH:14]([NH:19][C:20]3[CH:28]=[CH:27][C:23]([C:24]([N:30]([CH3:29])[CH2:31][CH2:32][C:33]([OH:35])=[O:34])=[O:25])=[CH:22][CH:21]=3)[CH2:15][CH:16]([CH3:17])[CH3:18])[CH:9]=2)[CH:5]=[CH:4][N:3]=1. The catalyst class is: 842. (2) Reactant: [Cl:1][C:2]1[CH:7]=[CH:6][C:5]([O:8]C)=[CH:4][C:3]=1[C:10]1[CH:36]=[C:35]([CH3:37])[C:13]2[N:14]=[C:15]([NH:18][C:19]3[CH:24]=[CH:23][CH:22]=[C:21]([S:25]([N:28]4[CH2:33][CH2:32][N:31]([CH3:34])[CH2:30][CH2:29]4)(=[O:27])=[O:26])[CH:20]=3)[N:16]=[N:17][C:12]=2[CH:11]=1.B(Br)(Br)Br. Product: [Cl:1][C:2]1[CH:7]=[CH:6][C:5]([OH:8])=[CH:4][C:3]=1[C:10]1[CH:36]=[C:35]([CH3:37])[C:13]2[N:14]=[C:15]([NH:18][C:19]3[CH:24]=[CH:23][CH:22]=[C:21]([S:25]([N:28]4[CH2:33][CH2:32][N:31]([CH3:34])[CH2:30][CH2:29]4)(=[O:26])=[O:27])[CH:20]=3)[N:16]=[N:17][C:12]=2[CH:11]=1. The catalyst class is: 2. (3) Reactant: [OH:1][C:2]1[CH:11]=[CH:10][CH:9]=[C:8]2[C:3]=1[C:4](=[O:28])[N:5]([C:22]1[CH:27]=[CH:26][CH:25]=[CH:24][CH:23]=1)[C:6]([C@@H:12]([NH:14][C:15](=[O:21])[O:16][C:17]([CH3:20])([CH3:19])[CH3:18])[CH3:13])=[N:7]2.C(=O)([O-])[O-].[Cs+].[Cs+].Cl.Cl[CH2:37][CH2:38][N:39]1[CH2:44][CH2:43][O:42][CH2:41][CH2:40]1.CCOC(C)=O. Product: [O:42]1[CH2:43][CH2:44][N:39]([CH2:38][CH2:37][O:1][C:2]2[CH:11]=[CH:10][CH:9]=[C:8]3[C:3]=2[C:4](=[O:28])[N:5]([C:22]2[CH:27]=[CH:26][CH:25]=[CH:24][CH:23]=2)[C:6]([C@@H:12]([NH:14][C:15](=[O:21])[O:16][C:17]([CH3:19])([CH3:20])[CH3:18])[CH3:13])=[N:7]3)[CH2:40][CH2:41]1. The catalyst class is: 3. (4) Product: [NH2:11][C:9]1[N:8]=[CH:7][N:6]=[C:5]2[N:4]([CH:13]([C:15]3[O:16][C:17](=[O:31])[C:18]4[C:23]([C:24]=3[C:25]3[CH:30]=[CH:29][CH:28]=[CH:27][CH:26]=3)=[CH:22][CH:21]=[CH:20][CH:19]=4)[CH3:14])[N:3]=[C:2]([I:1])[C:10]=12.[NH2:11][C:9]1[C:10]2[C:5](=[N:4][N:3]([CH:13]([C:15]3[O:16][C:17](=[O:31])[C:18]4[C:23]([C:24]=3[C:25]3[CH:30]=[CH:29][CH:28]=[CH:27][CH:26]=3)=[CH:22][CH:21]=[CH:20][CH:19]=4)[CH3:14])[C:2]=2[I:1])[N:6]=[CH:7][N:8]=1. Reactant: [I:1][C:2]1[C:10]2[C:5](=[N:6][CH:7]=[N:8][C:9]=2[NH2:11])[NH:4][N:3]=1.Br[CH:13]([C:15]1[O:16][C:17](=[O:31])[C:18]2[C:23]([C:24]=1[C:25]1[CH:30]=[CH:29][CH:28]=[CH:27][CH:26]=1)=[CH:22][CH:21]=[CH:20][CH:19]=2)[CH3:14].C([O-])([O-])=O.[K+].[K+].O. The catalyst class is: 3. (5) Reactant: [NH:1]([C:3]1[CH:4]=[N:5][CH:6]=[CH:7][CH:8]=1)[NH2:2].[CH3:9][C:10]1[N:15]=[N:14][C:13]([C:16](=O)[CH2:17][C:18](=O)[C:19]([O:21][CH3:22])=[O:20])=[CH:12][CH:11]=1.Cl.[OH-].[Na+]. Product: [CH3:9][C:10]1[N:15]=[N:14][C:13]([C:16]2[N:1]([C:3]3[CH:4]=[N:5][CH:6]=[CH:7][CH:8]=3)[N:2]=[C:18]([C:19]([O:21][CH3:22])=[O:20])[CH:17]=2)=[CH:12][CH:11]=1. The catalyst class is: 130. (6) Reactant: [CH3:1][O:2][C:3]1[CH:4]=[C:5]2[C:10](=[CH:11][C:12]=1[O:13][CH3:14])[N:9]=[C:8]([CH3:15])[N:7]=[C:6]2OC1C=CC([N+]([O-])=O)=CC=1.[CH:26]([O-:28])=O.[NH4+:29]. Product: [CH3:1][O:2][C:3]1[CH:4]=[C:5]2[C:10](=[CH:11][C:12]=1[O:13][CH3:14])[NH:9][C:8]([CH3:15])([O:28][C:26]1[CH:5]=[CH:4][C:3]([NH2:29])=[CH:12][CH:11]=1)[N:7]=[CH:6]2. The catalyst class is: 14. (7) Reactant: C1COCC1.[H-].[Al+3].[Li+].[H-].[H-].[H-].[CH3:12][N:13]([CH3:45])[C:14]1[CH:19]=[CH:18][C:17]([C:20]2[C:25]([N:26]3[C:31](=O)[CH2:30][N:29]([C:33]4[CH:38]=[CH:37][C:36]([O:39][CH3:40])=[CH:35][CH:34]=4)[C:28](=O)[CH:27]3[CH3:42])=[CH:24][CH:23]=[C:22]([O:43][CH3:44])[N:21]=2)=[CH:16][CH:15]=1.[OH-].[Na+]. The catalyst class is: 6. Product: [CH3:44][O:43][C:22]1[N:21]=[C:20]([C:17]2[CH:16]=[CH:15][C:14]([N:13]([CH3:45])[CH3:12])=[CH:19][CH:18]=2)[C:25]([N:26]2[CH2:31][CH2:30][N:29]([C:33]3[CH:34]=[CH:35][C:36]([O:39][CH3:40])=[CH:37][CH:38]=3)[CH2:28][CH:27]2[CH3:42])=[CH:24][CH:23]=1. (8) Reactant: [NH2:1][C:2]1[CH:11]=[C:10]2[C:5]([CH:6]=[CH:7][CH:8]=[C:9]2[CH:12]2[CH2:17][CH2:16][CH2:15][N:14]([CH3:18])[CH2:13]2)=[CH:4][CH:3]=1.Cl[C:20]1[C:25]([N+:26]([O-:28])=[O:27])=[CH:24][CH:23]=[CH:22][N:21]=1.N1C(C)=CC(C)=CC=1C. Product: [N+:26]([C:25]1[C:20]([NH:1][C:2]2[CH:11]=[C:10]3[C:5]([CH:6]=[CH:7][CH:8]=[C:9]3[CH:12]3[CH2:17][CH2:16][CH2:15][N:14]([CH3:18])[CH2:13]3)=[CH:4][CH:3]=2)=[N:21][CH:22]=[CH:23][CH:24]=1)([O-:28])=[O:27]. The catalyst class is: 9. (9) Reactant: [CH2:1]([O:8][C:9]([N:11]1[CH2:15][CH2:14][C@H:13]([O:16][CH2:17][CH2:18][O:19][CH2:20][CH2:21][OH:22])[CH2:12]1)=[O:10])[C:2]1[CH:7]=[CH:6][CH:5]=[CH:4][CH:3]=1.[H-].[Na+].Br[CH2:26][C:27]([O:29][CH2:30][CH3:31])=[O:28].[Cl-].[NH4+]. Product: [CH2:1]([O:8][C:9]([N:11]1[CH2:15][CH2:14][C@H:13]([O:16][CH2:17][CH2:18][O:19][CH2:20][CH2:21][O:22][CH2:26][C:27]([O:29][CH2:30][CH3:31])=[O:28])[CH2:12]1)=[O:10])[C:2]1[CH:7]=[CH:6][CH:5]=[CH:4][CH:3]=1. The catalyst class is: 7. (10) Reactant: Br[C:2]1[CH:3]=[C:4]([CH:9]=[CH:10][CH:11]=1)[C:5]([O:7][CH3:8])=[O:6].[CH2:12]([Sn]([CH2:12][CH2:13][CH2:14][CH3:15])([CH2:12][CH2:13][CH2:14][CH3:15])C/C=C/C)[CH2:13][CH2:14][CH3:15].O. Product: [CH3:15][CH:14]([C:2]1[CH:3]=[C:4]([CH:9]=[CH:10][CH:11]=1)[C:5]([O:7][CH3:8])=[O:6])[CH:13]=[CH2:12]. The catalyst class is: 3.